From a dataset of Catalyst prediction with 721,799 reactions and 888 catalyst types from USPTO. Predict which catalyst facilitates the given reaction. Reactant: [C:1]([O:5][C:6]([NH:8][CH2:9][C:10]1[CH:11]=[C:12]([CH:16]=[C:17]([Cl:20])[C:18]=1[F:19])[C:13]([OH:15])=O)=[O:7])([CH3:4])([CH3:3])[CH3:2].CN(C(ON1N=NC2C=CC=NC1=2)=[N+](C)C)C.F[P-](F)(F)(F)(F)F.[CH3:45][N:46]1[CH2:51][CH2:50][NH:49][CH2:48][CH2:47]1.CCN(C(C)C)C(C)C. Product: [C:1]([O:5][C:6](=[O:7])[NH:8][CH2:9][C:10]1[CH:11]=[C:12]([C:13]([N:49]2[CH2:50][CH2:51][N:46]([CH3:45])[CH2:47][CH2:48]2)=[O:15])[CH:16]=[C:17]([Cl:20])[C:18]=1[F:19])([CH3:2])([CH3:3])[CH3:4]. The catalyst class is: 3.